From a dataset of Reaction yield outcomes from USPTO patents with 853,638 reactions. Predict the reaction yield, written as a fraction of the theoretical maximum amount of product (1.0 means a 100% yield; for example, 0.34 means a 34% yield). (1) The reactants are [CH2:1]([C@H:8]([NH:30][C:31](=[O:50])[C@H:32]([CH:47]([CH3:49])[CH3:48])[NH:33][C:34]([N:36]([CH2:38][C:39]1[N:40]=[C:41]([CH:44]([CH3:46])[CH3:45])[S:42][CH:43]=1)[CH3:37])=[O:35])[CH2:9][C@H:10]([OH:29])[C@@H:11]([NH:19][C:20]([O:22][CH2:23][C:24]1[S:28][CH:27]=[N:26][CH:25]=1)=[O:21])[CH2:12][C:13]1[CH:18]=[CH:17][CH:16]=[CH:15][CH:14]=1)[C:2]1[CH:7]=[CH:6][CH:5]=[CH:4][CH:3]=1.[CH2:51]([S:55][CH2:56][CH2:57][CH2:58][CH3:59])[CH2:52][CH2:53][CH3:54].C(OOC(=O)C1C=CC=CC=1)(=O)C1C=CC=CC=1. The catalyst is C(#N)C.C(OCC)(=O)C. The product is [CH2:1]([C@H:8]([NH:30][C:31](=[O:50])[C@H:32]([CH:47]([CH3:49])[CH3:48])[NH:33][C:34]([N:36]([CH2:38][C:39]1[N:40]=[C:41]([CH:44]([CH3:45])[CH3:46])[S:42][CH:43]=1)[CH3:37])=[O:35])[CH2:9][C@H:10]([O:29][CH:51]([S:55][CH2:56][CH2:57][CH2:58][CH3:59])[CH2:52][CH2:53][CH3:54])[C@@H:11]([NH:19][C:20]([O:22][CH2:23][C:24]1[S:28][CH:27]=[N:26][CH:25]=1)=[O:21])[CH2:12][C:13]1[CH:18]=[CH:17][CH:16]=[CH:15][CH:14]=1)[C:2]1[CH:3]=[CH:4][CH:5]=[CH:6][CH:7]=1. The yield is 0.680. (2) The reactants are Cl.[C:2]([CH2:4][C:5]1[CH:10]=[CH:9][N:8]=[CH:7][CH:6]=1)#[N:3].C([O-])(O)=[O:12].[Na+].ClC1C=CC=C(C(OO)=O)C=1. The catalyst is C(Cl)(Cl)Cl.O. The product is [C:2]([CH2:4][C:5]1[CH:10]=[CH:9][N+:8]([O-:12])=[CH:7][CH:6]=1)#[N:3]. The yield is 0.220. (3) The reactants are [Cl-].O[NH3+:3].[C:4](=[O:7])([O-])[OH:5].[Na+].CS(C)=O.[CH2:13]([C:15]1[N:16]([C:40]2[CH:41]=[N:42][C:43]([O:46][CH:47]3[CH2:52][CH2:51][O:50][CH2:49][CH2:48]3)=[CH:44][CH:45]=2)[C:17](=[O:39])[C:18]([CH2:24][C:25]2[CH:30]=[CH:29][C:28]([C:31]3[C:32]([C:37]#[N:38])=[CH:33][CH:34]=[CH:35][CH:36]=3)=[CH:27][CH:26]=2)=[C:19]([CH2:21][CH2:22][CH3:23])[N:20]=1)[CH3:14]. The catalyst is C(OCC)(=O)C. The product is [CH2:13]([C:15]1[N:16]([C:40]2[CH:41]=[N:42][C:43]([O:46][CH:47]3[CH2:52][CH2:51][O:50][CH2:49][CH2:48]3)=[CH:44][CH:45]=2)[C:17](=[O:39])[C:18]([CH2:24][C:25]2[CH:30]=[CH:29][C:28]([C:31]3[CH:36]=[CH:35][CH:34]=[CH:33][C:32]=3[C:37]3[NH:3][C:4](=[O:7])[O:5][N:38]=3)=[CH:27][CH:26]=2)=[C:19]([CH2:21][CH2:22][CH3:23])[N:20]=1)[CH3:14]. The yield is 0.270. (4) The reactants are [Br:1][C:2]1[CH:3]=[CH:4][C:5](=[O:8])[NH:6][CH:7]=1.Br[CH2:10][C:11]1[CH:16]=[CH:15][CH:14]=[CH:13][CH:12]=1. The catalyst is C1(C)C=CC=CC=1. The product is [CH2:10]([O:8][C:5]1[CH:4]=[CH:3][C:2]([Br:1])=[CH:7][N:6]=1)[C:11]1[CH:16]=[CH:15][CH:14]=[CH:13][CH:12]=1. The yield is 0.950.